Task: Regression. Given a peptide amino acid sequence and an MHC pseudo amino acid sequence, predict their binding affinity value. This is MHC class II binding data.. Dataset: Peptide-MHC class II binding affinity with 134,281 pairs from IEDB (1) The peptide sequence is NDKFTVFEGAFNKAI. The MHC is HLA-DPA10301-DPB10402 with pseudo-sequence HLA-DPA10301-DPB10402. The binding affinity (normalized) is 0.226. (2) The peptide sequence is FKVAATAAATAPADDKFTVF. The binding affinity (normalized) is 0.812. The MHC is DRB1_1001 with pseudo-sequence DRB1_1001. (3) The peptide sequence is KYFAATQFEPLAARL. The MHC is HLA-DQA10101-DQB10501 with pseudo-sequence HLA-DQA10101-DQB10501. The binding affinity (normalized) is 0.314. (4) The peptide sequence is ATSLDTMTQMNQAFR. The MHC is DRB1_1201 with pseudo-sequence DRB1_1201. The binding affinity (normalized) is 0.283. (5) The peptide sequence is GELQFVDKIDAAFKI. The MHC is DRB1_0404 with pseudo-sequence DRB1_0404. The binding affinity (normalized) is 0.535. (6) The peptide sequence is IPIQLLPNTLVFQAK. The MHC is DRB3_0101 with pseudo-sequence DRB3_0101. The binding affinity (normalized) is 0.138.